Dataset: Reaction yield outcomes from USPTO patents with 853,638 reactions. Task: Predict the reaction yield, written as a fraction of the theoretical maximum amount of product (1.0 means a 100% yield; for example, 0.34 means a 34% yield). (1) The reactants are [C:1]([OH:12])(=[O:11])[C:2]1[CH:10]=[CH:9][CH:8]=[C:4]([C:5]([OH:7])=[O:6])[CH:3]=1.C(O)(=O)C. The catalyst is CO.[Rh]. The product is [CH:2]1([C:1]([OH:12])=[O:11])[CH2:10][CH2:9][CH2:8][CH:4]([C:5]([OH:7])=[O:6])[CH2:3]1. The yield is 0.963. (2) The reactants are B(Br)(Br)Br.[Cl:5][C:6]1[CH:11]=[CH:10][C:9]([CH2:12][C:13]#[N:14])=[CH:8][C:7]=1[O:15]C.O. The catalyst is ClCCl. The product is [Cl:5][C:6]1[CH:11]=[CH:10][C:9]([CH2:12][C:13]#[N:14])=[CH:8][C:7]=1[OH:15]. The yield is 0.850. (3) The reactants are [F:1][C:2]1[CH:13]=[C:12]([F:14])[CH:11]=[C:10]([F:15])[C:3]=1[CH2:4][CH:5]([C:8]#[N:9])[C:6]#[N:7].[H-].[Na+].Br[CH2:19][CH2:20][C:21]([F:24])([F:23])[F:22]. The catalyst is CN(C)C=O. The product is [F:1][C:2]1[CH:13]=[C:12]([F:14])[CH:11]=[C:10]([F:15])[C:3]=1[CH2:4][C:5]([CH2:19][CH2:20][C:21]([F:24])([F:23])[F:22])([C:8]#[N:9])[C:6]#[N:7]. The yield is 0.100. (4) The reactants are [N:1]1([C:7]2[CH:12]=[CH:11][C:10]([NH:13][C:14]([C:16]3[CH:25]=[C:24]([O:26]COCC[Si](C)(C)C)[C:23]4[C:18](=[C:19]([N:37]5[CH2:43][CH2:42][CH2:41][N:40]([CH3:44])[CH2:39][CH2:38]5)[CH:20]=[C:21]([O:35][CH3:36])[CH:22]=4)[N:17]=3)=[O:15])=[CH:9][CH:8]=2)[CH2:6][CH2:5][O:4][CH2:3][CH2:2]1.Cl.[OH-].[Na+]. The catalyst is CO. The product is [N:1]1([C:7]2[CH:8]=[CH:9][C:10]([NH:13][C:14]([C:16]3[NH:17][C:18]4[C:23]([C:24](=[O:26])[CH:25]=3)=[CH:22][C:21]([O:35][CH3:36])=[CH:20][C:19]=4[N:37]3[CH2:43][CH2:42][CH2:41][N:40]([CH3:44])[CH2:39][CH2:38]3)=[O:15])=[CH:11][CH:12]=2)[CH2:6][CH2:5][O:4][CH2:3][CH2:2]1. The yield is 0.800.